The task is: Predict the reactants needed to synthesize the given product.. This data is from Full USPTO retrosynthesis dataset with 1.9M reactions from patents (1976-2016). (1) Given the product [NH2:35][CH2:34][C@@H:18]1[C@@H:17]([C@@:7]2([CH3:16])[CH2:8][CH2:9][C@H:10]([OH:12])[CH2:11][C@@H:6]2[CH2:5][OH:4])[CH2:25][CH2:24][C@@:23]2([CH3:26])[C@H:19]1[CH2:20][CH2:21][C@:22]2([C:27]1[CH:32]=[CH:31][CH:30]=[CH:29][N:28]=1)[OH:33], predict the reactants needed to synthesize it. The reactants are: C([O:4][CH2:5][C@H:6]1[CH2:11][C@@H:10]([O:12]C(=O)C)[CH2:9][CH2:8][C@@:7]1([C@H:17]1[CH2:25][CH2:24][C@@:23]2([CH3:26])[C@@H:19]([CH2:20][CH2:21][C@@:22]2([OH:33])[C:27]2[CH:32]=[CH:31][CH:30]=[CH:29][N:28]=2)[C@@H:18]1[CH2:34][NH2:35])[CH3:16])(=O)C.C(=O)([O-])[O-].[K+].[K+]. (2) Given the product [N:10]1[CH:11]=[CH:12][CH:13]=[C:8]([C:5]2[C:4](=[O:14])[N:15]([C:17]3[CH:22]=[CH:21][C:20]([C:23]([F:26])([F:24])[F:25])=[CH:19][N:18]=3)[NH:16][CH:6]=2)[CH:9]=1, predict the reactants needed to synthesize it. The reactants are: C(O[C:4](=[O:14])[C:5]([C:8]1[CH:9]=[N:10][CH:11]=[CH:12][CH:13]=1)=[CH:6]O)C.[NH:15]([C:17]1[CH:22]=[CH:21][C:20]([C:23]([F:26])([F:25])[F:24])=[CH:19][N:18]=1)[NH2:16]. (3) Given the product [NH:1]1[C:13](=[O:14])[NH:12][C:10](=[O:11])[NH:4][C:2]1=[O:3].[NH3:6], predict the reactants needed to synthesize it. The reactants are: [NH2:1][C:2]([NH2:4])=[O:3].N.[NH:6]=C=O.N[C:10]([NH:12][C:13](N)=[O:14])=[O:11]. (4) Given the product [OH:25][CH:24]1[O:6][C:2](=[O:5])[CH:3]=[C:23]1[CH2:22][C:21]([F:27])([F:26])[F:20], predict the reactants needed to synthesize it. The reactants are: O.[C:2]([OH:6])(=[O:5])[CH:3]=O.Cl.N1CCOCC1.O1CCOCC1.[F:20][C:21]([F:27])([F:26])[CH2:22][CH2:23][CH:24]=[O:25]. (5) Given the product [OH:2][CH2:3][CH2:4][O:5][CH:6]1[CH2:11][CH2:10][CH2:9][N:8]([C:12]([O:14][C:15]([CH3:18])([CH3:17])[CH3:16])=[O:13])[CH2:7]1, predict the reactants needed to synthesize it. The reactants are: C[O:2][C:3](=O)[CH2:4][O:5][CH:6]1[CH2:11][CH2:10][CH2:9][N:8]([C:12]([O:14][C:15]([CH3:18])([CH3:17])[CH3:16])=[O:13])[CH2:7]1.[H-].[H-].[H-].[H-].[Li+].[Al+3]. (6) Given the product [Br:26][C:27]1[CH:35]=[C:34]2[C:30]([CH2:31][CH2:32][CH:33]2[N:13]2[C:14](=[O:22])[C:15]([C:17]([O:19][CH2:20][CH3:21])=[O:18])=[CH:16][N:11]([C:9]3[CH:8]=[CH:7][C:6]4[N:2]([CH3:1])[C:3](=[O:25])[N:4]([CH3:24])[C:5]=4[CH:10]=3)[C:12]2=[O:23])=[C:29]([C:37]([F:38])([F:39])[F:40])[CH:28]=1, predict the reactants needed to synthesize it. The reactants are: [CH3:1][N:2]1[C:6]2[CH:7]=[CH:8][C:9]([N:11]3[CH:16]=[C:15]([C:17]([O:19][CH2:20][CH3:21])=[O:18])[C:14](=[O:22])[NH:13][C:12]3=[O:23])=[CH:10][C:5]=2[N:4]([CH3:24])[C:3]1=[O:25].[Br:26][C:27]1[CH:35]=[C:34]2[C:30]([CH2:31][CH2:32][CH:33]2O)=[C:29]([C:37]([F:40])([F:39])[F:38])[CH:28]=1. (7) Given the product [C:4]([S:8]([NH:10][CH:11]([C:12]1[N:16]2[CH2:17][C@H:18]([C:30]3[CH:35]=[CH:34][CH:33]=[C:32]([F:36])[C:31]=3[F:37])[CH2:19][CH2:20][C@@H:21]([NH:22][C:23](=[O:29])[O:24][C:25]([CH3:28])([CH3:27])[CH3:26])[C:15]2=[N:14][CH:13]=1)[CH3:1])=[O:9])([CH3:5])([CH3:6])[CH3:7], predict the reactants needed to synthesize it. The reactants are: [CH3:1][Mg]Br.[C:4]([S:8](/[N:10]=[CH:11]/[C:12]1[N:16]2[CH2:17][C@H:18]([C:30]3[CH:35]=[CH:34][CH:33]=[C:32]([F:36])[C:31]=3[F:37])[CH2:19][CH2:20][C@@H:21]([NH:22][C:23](=[O:29])[O:24][C:25]([CH3:28])([CH3:27])[CH3:26])[C:15]2=[N:14][CH:13]=1)=[O:9])([CH3:7])([CH3:6])[CH3:5]. (8) The reactants are: [CH:1]1([C:6]([N:8]2[CH2:13][CH2:12][N:11](C(OC(C)(C)C)=O)[CH2:10][C@@H:9]2[CH3:21])=[O:7])[CH2:5][CH2:4][CH2:3][CH2:2]1.C(O)(C(F)(F)F)=O. Given the product [CH:1]1([C:6]([N:8]2[CH2:13][CH2:12][NH:11][CH2:10][C@@H:9]2[CH3:21])=[O:7])[CH2:2][CH2:3][CH2:4][CH2:5]1, predict the reactants needed to synthesize it.